Dataset: Reaction yield outcomes from USPTO patents with 853,638 reactions. Task: Predict the reaction yield, written as a fraction of the theoretical maximum amount of product (1.0 means a 100% yield; for example, 0.34 means a 34% yield). (1) The reactants are [C:1]([O:5][C:6]([O:8][C:9]1[CH:18]=[CH:17][C:16]([N:19]([CH2:24][CH:25]2[CH2:27][CH2:26]2)[S:20]([CH3:23])(=[O:22])=[O:21])=[CH:15][C:10]=1[C:11]([O:13]C)=[O:12])=[O:7])([CH3:4])([CH3:3])[CH3:2].[Li+].[OH-]. The catalyst is C1COCC1. The product is [C:1]([O:5][C:6]([O:8][C:9]1[CH:18]=[CH:17][C:16]([N:19]([CH2:24][CH:25]2[CH2:26][CH2:27]2)[S:20]([CH3:23])(=[O:22])=[O:21])=[CH:15][C:10]=1[C:11]([OH:13])=[O:12])=[O:7])([CH3:4])([CH3:2])[CH3:3]. The yield is 0.518. (2) The reactants are [H-].[Na+].[C:3]([Si:7]([CH3:23])([CH3:22])[O:8][C:9]1[CH:19]=[CH:18][C:12]([O:13][CH2:14][CH:15]([OH:17])[CH3:16])=[CH:11][C:10]=1[O:20][CH3:21])([CH3:6])([CH3:5])[CH3:4].[CH2:24]([N:32]=[C:33]=[S:34])[CH2:25][C:26]1[CH:31]=[CH:30][CH:29]=[CH:28][CH:27]=1. The catalyst is C1COCC1. The product is [C:3]([Si:7]([CH3:23])([CH3:22])[O:8][C:9]1[CH:19]=[CH:18][C:12]([O:13][CH2:14][CH:15]([O:17][C:33](=[S:34])[NH:32][CH2:24][CH2:25][C:26]2[CH:31]=[CH:30][CH:29]=[CH:28][CH:27]=2)[CH3:16])=[CH:11][C:10]=1[O:20][CH3:21])([CH3:6])([CH3:5])[CH3:4]. The yield is 0.812.